This data is from Merck oncology drug combination screen with 23,052 pairs across 39 cell lines. The task is: Regression. Given two drug SMILES strings and cell line genomic features, predict the synergy score measuring deviation from expected non-interaction effect. (1) Synergy scores: synergy=30.9. Drug 1: COC12C(COC(N)=O)C3=C(C(=O)C(C)=C(N)C3=O)N1CC1NC12. Cell line: KPL1. Drug 2: Cc1nc(Nc2ncc(C(=O)Nc3c(C)cccc3Cl)s2)cc(N2CCN(CCO)CC2)n1. (2) Drug 1: NC1(c2ccc(-c3nc4ccn5c(=O)[nH]nc5c4cc3-c3ccccc3)cc2)CCC1. Drug 2: CC(C)CC(NC(=O)C(Cc1ccccc1)NC(=O)c1cnccn1)B(O)O. Cell line: NCIH460. Synergy scores: synergy=8.49. (3) Drug 1: Cc1nc(Nc2ncc(C(=O)Nc3c(C)cccc3Cl)s2)cc(N2CCN(CCO)CC2)n1. Drug 2: Cn1cc(-c2cnn3c(N)c(Br)c(C4CCCNC4)nc23)cn1. Cell line: A2058. Synergy scores: synergy=64.0. (4) Drug 1: COc1cccc2c1C(=O)c1c(O)c3c(c(O)c1C2=O)CC(O)(C(=O)CO)CC3OC1CC(N)C(O)C(C)O1. Drug 2: O=C(NOCC(O)CO)c1ccc(F)c(F)c1Nc1ccc(I)cc1F. Cell line: ES2. Synergy scores: synergy=13.1.